Task: Predict the reactants needed to synthesize the given product.. Dataset: Full USPTO retrosynthesis dataset with 1.9M reactions from patents (1976-2016) Given the product [O:12]1[C:11]2[CH:15]=[CH:16][C:8]([C:6]#[C:7][C@@H:30]3[C@H:26]4[O:25][CH2:24][C@@H:23]([O:22][Si:21]([C:17]([CH3:20])([CH3:19])[CH3:18])([CH3:39])[CH3:40])[C@H:27]4[O:28][CH2:29]3)=[CH:9][C:10]=2[O:14][CH2:13]1, predict the reactants needed to synthesize it. The reactants are: C([Li])CCC.[C:6]([C:8]1[CH:16]=[CH:15][C:11]2[O:12][CH2:13][O:14][C:10]=2[CH:9]=1)#[CH:7].[C:17]([Si:21]([CH3:40])([CH3:39])[O:22][C@H:23]1[C@H:27]2[O:28][CH2:29][C@@H:30](OS(C(F)(F)F)(=O)=O)[C@H:26]2[O:25][CH2:24]1)([CH3:20])([CH3:19])[CH3:18].